This data is from Forward reaction prediction with 1.9M reactions from USPTO patents (1976-2016). The task is: Predict the product of the given reaction. (1) Given the reactants Br[C:2]1[CH:3]=[C:4]2[C:15]3([CH2:19][S:18][C:17]([NH:20][C:21](=[O:27])[O:22][C:23]([CH3:26])([CH3:25])[CH3:24])=[N:16]3)[C:14]3[CH:13]=[C:12]([Cl:28])[N:11]=[CH:10][C:9]=3[O:8][C:5]2=[CH:6][CH:7]=1.[F:29][C:30]1[C:35](B(O)O)=[CH:34][CH:33]=[CH:32][N:31]=1.P([O-])([O-])([O-])=O.[K+].[K+].[K+], predict the reaction product. The product is: [Cl:28][C:12]1[N:11]=[CH:10][C:9]2[O:8][C:5]3[C:4]([C:15]4([CH2:19][S:18][C:17]([NH:20][C:21](=[O:27])[O:22][C:23]([CH3:24])([CH3:25])[CH3:26])=[N:16]4)[C:14]=2[CH:13]=1)=[CH:3][C:2]([C:35]1[C:30]([F:29])=[N:31][CH:32]=[CH:33][CH:34]=1)=[CH:7][CH:6]=3. (2) The product is: [CH2:1]([O:3][C:4]([C@@H:6]1[C@H:10]([CH3:11])[CH2:9][C@@H:8]([CH2:12][C:13]([OH:15])=[O:14])[CH2:7]1)=[O:5])[CH3:2]. Given the reactants [CH2:1]([O:3][C:4]([C@@H:6]1[C@H:10]([CH3:11])[CH2:9][C@@H:8]([CH:12](C(OC(C)(C)C)=O)[C:13]([O:15]C(C)(C)C)=[O:14])[CH2:7]1)=[O:5])[CH3:2], predict the reaction product. (3) The product is: [Cl:1][C:2]1[CH:3]=[C:4]([NH:9][C:10]2[N:14]=[C:13]([NH:15][CH2:34][C:33]3[CH:36]=[CH:37][CH:38]=[C:31]([C:30]([F:29])([F:39])[F:40])[CH:32]=3)[NH:12][N:11]=2)[CH:5]=[C:6]([Cl:8])[CH:7]=1. Given the reactants [Cl:1][C:2]1[CH:3]=[C:4]([NH:9][C:10]2[N:14]=[C:13]([NH2:15])[NH:12][N:11]=2)[CH:5]=[C:6]([Cl:8])[CH:7]=1.ClC1C=C(N=C=S)C=C(Cl)C=1C#N.[F:29][C:30]([F:40])([F:39])[C:31]1[CH:32]=[C:33]([CH:36]=[CH:37][CH:38]=1)[CH:34]=O.[BH4-].[Na+], predict the reaction product. (4) Given the reactants [C:1]1([CH2:7][C@@H:8]([NH:13][C:14]2[N:19]=[C:18]([N:20]3[C:29]4[C:24](=[CH:25][N:26]=[C:27]([C:30]5[CH:35]=[CH:34][CH:33]=[CH:32][CH:31]=5)[CH:28]=4)[CH2:23][CH2:22][CH2:21]3)[CH:17]=[CH:16][N:15]=2)[C:9]([O:11]C)=O)[CH:6]=[CH:5][CH:4]=[CH:3][CH:2]=1.[OH-].[NH4+:37].N, predict the reaction product. The product is: [C:1]1([CH2:7][C@@H:8]([NH:13][C:14]2[N:19]=[C:18]([N:20]3[C:29]4[C:24](=[CH:25][N:26]=[C:27]([C:30]5[CH:31]=[CH:32][CH:33]=[CH:34][CH:35]=5)[CH:28]=4)[CH2:23][CH2:22][CH2:21]3)[CH:17]=[CH:16][N:15]=2)[C:9]([NH2:37])=[O:11])[CH:2]=[CH:3][CH:4]=[CH:5][CH:6]=1. (5) Given the reactants Cl[C:2]1[C:3](=[O:15])[N:4](C2CCCCO2)[N:5]=[CH:6][C:7]=1Cl.[F:16][C:17]1[CH:22]=[C:21]([F:23])[CH:20]=[CH:19][C:18]=1[OH:24].C[O:26][C:27](=[O:36])[CH:28](Br)[CH2:29][CH:30]1[CH2:34][CH2:33][CH2:32][CH2:31]1, predict the reaction product. The product is: [CH:30]1([CH2:29][CH:28]([N:4]2[C:3](=[O:15])[CH:2]=[C:7]([O:24][C:18]3[CH:19]=[CH:20][C:21]([F:23])=[CH:22][C:17]=3[F:16])[CH:6]=[N:5]2)[C:27]([OH:26])=[O:36])[CH2:34][CH2:33][CH2:32][CH2:31]1. (6) Given the reactants [C:1]([O:5][C:6](=[O:20])[N:7]([CH2:9][C@H:10]1[CH2:15][CH2:14][C@H:13]([C:16]#[C:17][CH2:18][OH:19])[CH2:12][CH2:11]1)[CH3:8])([CH3:4])([CH3:3])[CH3:2].[CH3:21][S:22](Cl)(=[O:24])=[O:23].N1C(C)=CC=CC=1C.O, predict the reaction product. The product is: [C:1]([O:5][C:6]([N:7]([CH2:9][C@H:10]1[CH2:15][CH2:14][C@H:13]([C:16]#[C:17][CH2:18][O:19][S:22]([CH3:21])(=[O:24])=[O:23])[CH2:12][CH2:11]1)[CH3:8])=[O:20])([CH3:3])([CH3:2])[CH3:4].